This data is from Forward reaction prediction with 1.9M reactions from USPTO patents (1976-2016). The task is: Predict the product of the given reaction. (1) Given the reactants [CH2:1]([S:3][C:4]1[CH:9]=[CH:8][C:7]([CH2:10][C:11]([OH:13])=O)=[CH:6][CH:5]=1)[CH3:2].O=S(Cl)Cl.[NH3:18], predict the reaction product. The product is: [CH2:1]([S:3][C:4]1[CH:9]=[CH:8][C:7]([CH2:10][C:11]([NH2:18])=[O:13])=[CH:6][CH:5]=1)[CH3:2]. (2) Given the reactants [CH3:1][O:2][CH2:3][CH2:4]Br.C(=O)([O-])[O-].[K+].[K+].[Cl:12][C:13]1[CH:14]=[C:15]([CH:39]=[CH:40][C:41]=1[F:42])[NH:16][C:17]1[C:26]2[C:21](=[CH:22][C:23]([OH:38])=[CH:24][C:25]=2[O:27][CH2:28][C@H:29]2[CH2:33][CH2:32][CH2:31][N:30]2[C:34](=[O:37])[CH2:35][OH:36])[N:20]=[CH:19][N:18]=1.O, predict the reaction product. The product is: [Cl:12][C:13]1[CH:14]=[C:15]([CH:39]=[CH:40][C:41]=1[F:42])[NH:16][C:17]1[C:26]2[C:21](=[CH:22][C:23]([O:38][CH2:4][CH2:3][O:2][CH3:1])=[CH:24][C:25]=2[O:27][CH2:28][C@H:29]2[CH2:33][CH2:32][CH2:31][N:30]2[C:34](=[O:37])[CH2:35][OH:36])[N:20]=[CH:19][N:18]=1. (3) Given the reactants C(OP([CH2:9][C:10]#[N:11])(=O)OCC)C.C[Si]([N-][Si](C)(C)C)(C)C.[Li+].[O:22]1[CH2:28][CH2:27][CH2:26][O:25][C:24]2[CH:29]=[C:30]([C:33]([C:35]3[CH:40]=[C:39]([O:41][CH3:42])[CH:38]=[C:37]([O:43][CH3:44])[CH:36]=3)=O)[CH:31]=[CH:32][C:23]1=2, predict the reaction product. The product is: [O:22]1[CH2:28][CH2:27][CH2:26][O:25][C:24]2[CH:29]=[C:30]([C:33]([C:35]3[CH:36]=[C:37]([O:43][CH3:44])[CH:38]=[C:39]([O:41][CH3:42])[CH:40]=3)=[CH:9][C:10]#[N:11])[CH:31]=[CH:32][C:23]1=2.